From a dataset of Full USPTO retrosynthesis dataset with 1.9M reactions from patents (1976-2016). Predict the reactants needed to synthesize the given product. (1) Given the product [CH3:33][O:32][C:26]1[CH:25]=[C:24]([CH2:23][C@H:22]([CH3:34])[C@H:21]([CH3:35])[CH2:20][C:17]2[CH:18]=[CH:19][C:14]([O:13][CH2:12][CH2:11][O:10][CH2:9][CH2:8][O:7][CH2:6][CH2:5][O:4][CH2:3][CH2:2][N:48]3[CH:49]=[CH:50][N:51]=[C:47]3[N+:44]([O-:46])=[O:45])=[C:15]([O:36][CH3:37])[CH:16]=2)[CH:29]=[CH:28][C:27]=1[O:30][CH3:31], predict the reactants needed to synthesize it. The reactants are: Br[CH2:2][CH2:3][O:4][CH2:5][CH2:6][O:7][CH2:8][CH2:9][O:10][CH2:11][CH2:12][O:13][C:14]1[CH:19]=[CH:18][C:17]([CH2:20][C@@H:21]([CH3:35])[C@@H:22]([CH3:34])[CH2:23][C:24]2[CH:29]=[CH:28][C:27]([O:30][CH3:31])=[C:26]([O:32][CH3:33])[CH:25]=2)=[CH:16][C:15]=1[O:36][CH3:37].C(=O)([O-])[O-].[K+].[K+].[N+:44]([C:47]1[NH:48][CH:49]=[CH:50][N:51]=1)([O-:46])=[O:45]. (2) Given the product [OH:7][C@@H:8]1[CH:12]2[O:13][CH2:14][C@@H:15]([O:16][C:17](=[O:45])[C:18]3[CH:23]=[CH:22][C:21]([O:24][C:25](=[O:44])[C:26]4[CH:31]=[CH:30][C:29]([O:32][CH2:33][CH2:34][CH2:35][CH2:36][CH2:37][CH2:38][O:39][C:40](=[O:43])[CH:41]=[CH2:42])=[CH:28][CH:27]=4)=[CH:20][CH:19]=3)[CH:11]2[O:10][CH2:9]1, predict the reactants needed to synthesize it. The reactants are: O1CCCCC1[O:7][C@@H:8]1[CH:12]2[O:13][CH2:14][C@@H:15]([O:16][C:17](=[O:45])[C:18]3[CH:23]=[CH:22][C:21]([O:24][C:25](=[O:44])[C:26]4[CH:31]=[CH:30][C:29]([O:32][CH2:33][CH2:34][CH2:35][CH2:36][CH2:37][CH2:38][O:39][C:40](=[O:43])[CH:41]=[CH2:42])=[CH:28][CH:27]=4)=[CH:20][CH:19]=3)[CH:11]2[O:10][CH2:9]1.C1(C)C=CC(S([O-])(=O)=O)=CC=1.[NH+]1C=CC=CC=1.COC1C=CC(O)=CC=1. (3) The reactants are: Cl[C:2]1[CH:9]=[CH:8][C:5]([C:6]#[N:7])=[C:4]([O:10][CH:11]2[CH2:15][CH2:14][CH2:13][CH2:12]2)[N:3]=1.[Br:16][C:17]1[CH:24]=[CH:23][C:22]([OH:25])=[CH:21][C:18]=1[CH:19]=[O:20].C(=O)([O-])[O-].[K+].[K+]. Given the product [Br:16][C:17]1[CH:24]=[CH:23][C:22]([O:25][C:2]2[CH:9]=[CH:8][C:5]([C:6]#[N:7])=[C:4]([O:10][CH:11]3[CH2:15][CH2:14][CH2:13][CH2:12]3)[N:3]=2)=[CH:21][C:18]=1[CH:19]=[O:20], predict the reactants needed to synthesize it. (4) Given the product [Cl:14][C:15]1[NH:23][C:22]2[C:21](=[O:27])[N:20]([CH2:12][CH2:11][CH2:10][CH2:9][C:6]3[CH:7]=[CH:8][C:3]([O:2][CH3:1])=[CH:4][CH:5]=3)[C:19](=[O:28])[N:18]([CH2:29][CH2:30][CH2:31][CH2:32][CH3:33])[C:17]=2[N:16]=1, predict the reactants needed to synthesize it. The reactants are: [CH3:1][O:2][C:3]1[CH:8]=[CH:7][C:6]([CH2:9][CH2:10][CH2:11][CH2:12]Br)=[CH:5][CH:4]=1.[Cl:14][C:15]1[N:23](CC=C)[C:22]2[C:21](=[O:27])[NH:20][C:19](=[O:28])[N:18]([CH2:29][CH2:30][CH2:31][CH2:32][CH3:33])[C:17]=2[N:16]=1.C([O-])([O-])=O.[Cs+].[Cs+].N1CCOCC1. (5) Given the product [C:19]([O:10][C:7]1[CH:6]=[CH:5][C:4]([CH2:3][C@@H:2]([C:11]([OH:13])=[O:12])[NH2:1])=[CH:9][CH:8]=1)(=[O:23])[CH2:20][CH2:21][CH3:22], predict the reactants needed to synthesize it. The reactants are: [NH2:1][C@H:2]([C:11]([OH:13])=[O:12])[CH2:3][C:4]1[CH:9]=[CH:8][C:7]([OH:10])=[CH:6][CH:5]=1.S(=O)(=O)(O)O.[CH2:19]([OH:23])[CH2:20][CH2:21][CH3:22]. (6) Given the product [CH3:8][S:9]([C:12]1[CH:13]=[CH:14][C:15]([O:16][C:17]2[N:22]=[CH:21][N:20]=[C:19]3[N:23]([CH:26]4[CH2:27][CH2:28][N:29]([C:40]([C:37]5[CH:36]=[C:35]([CH3:34])[O:39][N:38]=5)=[O:41])[CH2:30][CH2:31]4)[N:24]=[CH:25][C:18]=23)=[CH:32][CH:33]=1)(=[O:11])=[O:10], predict the reactants needed to synthesize it. The reactants are: FC(F)(F)C(O)=O.[CH3:8][S:9]([C:12]1[CH:33]=[CH:32][C:15]([O:16][C:17]2[N:22]=[CH:21][N:20]=[C:19]3[N:23]([CH:26]4[CH2:31][CH2:30][NH:29][CH2:28][CH2:27]4)[N:24]=[CH:25][C:18]=23)=[CH:14][CH:13]=1)(=[O:11])=[O:10].[CH3:34][C:35]1[O:39][N:38]=[C:37]([C:40](O)=[O:41])[CH:36]=1.[B-](F)(F)(F)F.CN(C(ON1C(=O)CCC1=O)=[N+](C)C)C.C(N(C(C)C)CC)(C)C. (7) Given the product [CH:26]1[C:27]2[C:32](=[CH:31][CH:30]=[CH:29][CH:28]=2)[CH:33]=[CH:34][C:25]=1[CH2:24][O:23][CH:10]1[CH:11]([C:14]2[CH:22]=[CH:21][C:17]([C:18](=[O:19])[NH:35][CH2:36][CH2:37][C:38](=[O:39])[C:40]3[CH:45]=[CH:44][CH:43]=[CH:42][CH:41]=3)=[CH:16][CH:15]=2)[CH2:12][CH2:13][N:8]([C:6]([O:5][C:1]([CH3:4])([CH3:2])[CH3:3])=[O:7])[CH2:9]1, predict the reactants needed to synthesize it. The reactants are: [C:1]([O:5][C:6]([N:8]1[CH2:13][CH2:12][CH:11]([C:14]2[CH:22]=[CH:21][C:17]([C:18](O)=[O:19])=[CH:16][CH:15]=2)[CH:10]([O:23][CH2:24][C:25]2[CH:34]=[CH:33][C:32]3[C:27](=[CH:28][CH:29]=[CH:30][CH:31]=3)[CH:26]=2)[CH2:9]1)=[O:7])([CH3:4])([CH3:3])[CH3:2].[NH2:35][CH2:36][CH2:37][C:38]([C:40]1[CH:45]=[CH:44][CH:43]=[CH:42][CH:41]=1)=[O:39]. (8) Given the product [CH3:37][O:36][C:30]1[CH:29]=[C:28]([C:24]2[O:25][C:26]([CH3:27])=[C:22]([CH2:21][N:13]3[C:14]4[C:10](=[CH:9][CH:8]=[C:7]([CH2:6][CH:5]([O:16][CH2:17][CH3:18])[C:4]([OH:3])=[O:19])[CH:15]=4)[CH:11]=[CH:12]3)[N:23]=2)[CH:33]=[C:32]([O:34][CH3:35])[CH:31]=1, predict the reactants needed to synthesize it. The reactants are: C([O:3][C:4](=[O:19])[CH:5]([O:16][CH2:17][CH3:18])[CH2:6][C:7]1[CH:15]=[C:14]2[C:10]([CH:11]=[CH:12][NH:13]2)=[CH:9][CH:8]=1)C.Cl[CH2:21][C:22]1[N:23]=[C:24]([C:28]2[CH:33]=[C:32]([O:34][CH3:35])[CH:31]=[C:30]([O:36][CH3:37])[CH:29]=2)[O:25][C:26]=1[CH3:27].